This data is from Drug-target binding data from BindingDB using Ki measurements. The task is: Regression. Given a target protein amino acid sequence and a drug SMILES string, predict the binding affinity score between them. We predict pKi (pKi = -log10(Ki in M); higher means stronger inhibition). Dataset: bindingdb_ki. (1) The compound is CCCCOC(=O)NS(=O)(=O)c1sc(CC(C)C)cc1-c1ccc(C(=O)c2ncco2)cc1. The target protein sequence is MAFPPEKYAQWSAGIALMKNILGFIIPLVFIATCYFGIRKHLLKTNSYGKNRITRDQVLNMAAAVVLAFIICWLPFHVLTFLDALAWMGIINSCEVIAVIDLALPFAILLGFTNSCINPFLYCFVGNRFQQKLRSVF. The pKi is 7.9. (2) The small molecule is CC[C@H](C)[C@H](NC(=O)[C@@H]1CCCN1C(=O)[C@@H](NC(=O)[C@@H](N)Cc1ccccc1)C(C)C)C(=O)N[C@@H](C)C(=O)N[C@H](C(=O)N[C@@H](Cc1ccc(O)cc1)C(=O)NCC(=O)N[C@@H](CCC(=O)O)C(=O)N[C@@H](CC(C)C)C(=O)N[C@@H](CCC(N)=O)C(=O)N[C@@H](CCCN=C(N)N)C(=O)N[C@@H](CC(C)C)C(=O)N[C@@H](CCC(N)=O)C(N)=O)[C@@H](C)O. The target protein (P12872) has sequence MVSRKAVAALLVVHVAAMLASQTEAFVPIFTYGELQRMQEKERNKGQKKSLSVWQRSGEEGPVDPAEPIREEENEMIKLTAPLEIGMRMNSRQLEKYPATLEGLLSEMLPQHAAK. The pKi is 7.5. (3) The drug is O=c1ccn([C@@H]2C=C(CO)[C@@H](O)[C@H]2O)c(=O)[nH]1. The target protein (P98174) has sequence MHGHRAPGGAGPSEPEHPATNPPGAAPPACADSDPGASEPGLLARRGSGSALGGPLDPQFVGPSDTSLGAAPGHRVLPCGPSPQHHRALRFSYHLEGSQPRPGLHQGNRILVKSLSLDPGQSLEPHPEGPQRLRSDPGPPTETPSQRPSPLKRAPGPKPQVPPKPSYLQMPRMPPPLEPIPPPPSRPLPADPRVAKGLAPRAEASPSSAAVSSLIEKFEREPVIVASDRPVPGPSPGPPEPVMLPQPTSQPPVPQLPEGEASRCLFLLAPGPRDGEKVPNRDSGIDSISSPSNSEETCFVSDDGPPSHSLCPGPPALASVPVALADPHRPGSQEVDSDLEEEDDEEEEEEKDREIPVPLMERQESVELTVQQKVFHIANELLQTEKAYVSRLHLLDQVFCARLLEEARNRSSFPADVVHGIFSNICSIYCFHQQFLLPELEKRMEEWDRYPRIGDILQKLAPFLKMYGEYVKNFDRAVELVNTWTERSTQFKVIIHEVQK.... The pKi is 3.6. (4) The drug is CN[C@@H](C)C(=O)N[C@H](C(=O)N1CC[C@H]2CC[C@H](NC(=O)c3ccc4occc4c3)[C@H]21)C(C)(C)C. The target protein sequence is MGSSHHHHHHSSGEVPRGSHMLETEEEEEEGAGATLSRGPAFPGMGSEELRLASFYDWPLTAEVPPELLAAAGFFHTGHQDKVRCFFCYGGLQSWKRGDDPWTEHAKWFPGCQFLLRSKGQEYINNIHLTHSL. The pKi is 7.0. (5) The small molecule is CC(=O)N[C@H]1CN[C@H](CO)[C@@H](O)[C@@H]1O[C@H](C)C(=O)N[C@@H](C)C(=O)O. The target protein (Q9HZK0) has sequence MQGSLMLDIGGTWLTAEDRQILRHPEVGGLIIFARNIEHPAQVRELCAAIRAIRPDLLLAVDQEGGRVQRLRQGFVRLPAMRAIADNPNAEELAEHCGWLMATEVQAVGLDLSFAPVLDLDHQRSAVVGSRAFEGDPERAALLAGAFIRGMHAAGMAATGKHFPGHGWAEADSHVAIPEDARSLEEIRRSDLVPFARLAGQLDALMPAHVIYPQVDPQPAGFSRRWLQEILRGELKFDGVIFSDDLSMAGAHVVGDAASRIEAALAAGCDMGLVCNDRASAELALAALQRLKVTPPSRLQRMRGKGYANTDYRQQPRWLEALSALRAAQLID. The pKi is 4.5. (6) The drug is CCOC(=O)C(CCc1cccc(C(=N)N)c1)Cn1cnc2cc(C(=N)N)ccc21. The target protein (P07477) has sequence MNPLLILTFVAAALAAPFDDDDKIVGGYNCEENSVPYQVSLNSGYHFCGGSLINEQWVVSAGHCYKSRIQVRLGEHNIEVLEGNEQFINAAKIIRHPQYDRKTLNNDIMLIKLSSRAVINARVSTISLPTAPPATGTKCLISGWGNTASSGADYPDELQCLDAPVLSQAKCEASYPGKITSNMFCVGFLEGGKDSCQGDSGGPVVCNGQLQGVVSWGDGCAQKNKPGVYTKVYNYVKWIKNTIAANS. The pKi is 6.7.